Dataset: Catalyst prediction with 721,799 reactions and 888 catalyst types from USPTO. Task: Predict which catalyst facilitates the given reaction. (1) Reactant: [C:1]1([CH2:11][CH2:12][OH:13])[C:10]2[C:5](=[CH:6][CH:7]=[CH:8][CH:9]=2)[CH:4]=[CH:3][CH:2]=1.[H-].[Na+].Cl[CH2:17][C:18]([OH:20])=[O:19]. Product: [C:1]1([CH2:11][CH2:12][O:13][CH2:17][C:18]([OH:20])=[O:19])[C:10]2[C:5](=[CH:6][CH:7]=[CH:8][CH:9]=2)[CH:4]=[CH:3][CH:2]=1. The catalyst class is: 9. (2) Reactant: [CH:1]([C:4]1[CH:5]=[C:6]([CH:10]=[C:11]([CH:15]([CH3:17])[CH3:16])[C:12]=1[O:13][CH3:14])[C:7]([OH:9])=O)([CH3:3])[CH3:2].[CH3:18][C:19]1[O:20][C:21]2[CH:27]=[CH:26][CH:25]=[CH:24][C:22]=2[CH:23]=1.[Sn](Cl)(Cl)(Cl)Cl. Product: [CH3:18][C:19]1[O:20][C:21]2[CH:27]=[CH:26][CH:25]=[CH:24][C:22]=2[C:23]=1[C:7](=[O:9])[C:6]1[CH:10]=[C:11]([CH:15]([CH3:17])[CH3:16])[C:12]([O:13][CH3:14])=[C:4]([CH:1]([CH3:2])[CH3:3])[CH:5]=1. The catalyst class is: 4. (3) Reactant: [OH:1][CH2:2][C:3]1[N:4]=[C:5]([S:8][CH2:9][CH2:10][C:11]([F:15])=[C:12]([F:14])[F:13])[O:6][CH:7]=1.C(N(CC)CC)C.[C:23](Cl)(=[O:25])[CH3:24]. Product: [C:23]([O:1][CH2:2][C:3]1[N:4]=[C:5]([S:8][CH2:9][CH2:10][C:11]([F:15])=[C:12]([F:14])[F:13])[O:6][CH:7]=1)(=[O:25])[CH3:24]. The catalyst class is: 4. (4) Reactant: [CH3:1][C:2]1([CH3:14])[CH2:7][O:6][C:5]2([CH2:12][CH2:11][CH:10]([OH:13])[CH2:9][CH2:8]2)[O:4][CH2:3]1.[H-].[Na+].F[C:18]1[CH:25]=[CH:24][C:21]([C:22]#[N:23])=[CH:20][CH:19]=1. Product: [CH3:1][C:2]1([CH3:14])[CH2:3][O:4][C:5]2([CH2:8][CH2:9][CH:10]([O:13][C:18]3[CH:25]=[CH:24][C:21]([C:22]#[N:23])=[CH:20][CH:19]=3)[CH2:11][CH2:12]2)[O:6][CH2:7]1. The catalyst class is: 3. (5) Reactant: [NH:1]1[C:9]2[C:4](=[CH:5][CH:6]=[CH:7][CH:8]=2)[C:3]([CH2:10][CH2:11][C:12]([OH:14])=[O:13])=[CH:2]1.[F:15]C1C=C2C(=CC=1)NC=C2.C(O)(=O)C=C.C(OC(=O)C)(=O)C. Product: [F:15][C:6]1[CH:5]=[C:4]2[C:9](=[CH:8][CH:7]=1)[NH:1][CH:2]=[C:3]2[CH2:10][CH2:11][C:12]([OH:14])=[O:13]. The catalyst class is: 15. (6) The catalyst class is: 14. Product: [CH3:22][CH:21]([O:20][C:17]1[CH:16]=[C:15]2[C:14]([CH2:13][CH2:12][NH:3][C:24]2=[O:26])=[CH:19][N:18]=1)[CH3:23]. Reactant: O=C1C2C(=CC=CC=2)C(=O)[N:3]1[CH2:12][CH2:13][C:14]1[C:15]([C:24]([O:26]C)=O)=[CH:16][C:17]([O:20][CH:21]([CH3:23])[CH3:22])=[N:18][CH:19]=1.O.NN.